From a dataset of Forward reaction prediction with 1.9M reactions from USPTO patents (1976-2016). Predict the product of the given reaction. Given the reactants [CH3:1][C:2]1[CH:12]=[CH:11][C:5]2[CH:6]=[C:7]([C:9]#[N:10])[O:8][C:4]=2[CH:3]=1.C1C(=O)N([Br:20])C(=O)C1, predict the reaction product. The product is: [Br:20][CH2:1][C:2]1[CH:12]=[CH:11][C:5]2[CH:6]=[C:7]([C:9]#[N:10])[O:8][C:4]=2[CH:3]=1.